This data is from Forward reaction prediction with 1.9M reactions from USPTO patents (1976-2016). The task is: Predict the product of the given reaction. (1) Given the reactants [CH2:1]([O:8][C:9]1[CH:17]=[C:16]([O:18][CH2:19][C:20]2[CH:25]=[CH:24][CH:23]=[CH:22][CH:21]=2)[C:15]([CH:26]([CH3:28])[CH3:27])=[CH:14][C:10]=1[C:11](O)=[O:12])[C:2]1[CH:7]=[CH:6][CH:5]=[CH:4][CH:3]=1.C(Cl)(=O)C(Cl)=O.[CH3:35][N:36]1[C:44]2[C:39](=[CH:40][C:41]([NH2:45])=[CH:42][CH:43]=2)[C:38](C)=[CH:37]1.C(N(CC)CC)C, predict the reaction product. The product is: [CH2:1]([O:8][C:9]1[CH:17]=[C:16]([O:18][CH2:19][C:20]2[CH:25]=[CH:24][CH:23]=[CH:22][CH:21]=2)[C:15]([CH:26]([CH3:28])[CH3:27])=[CH:14][C:10]=1[C:11]([NH:45][C:41]1[CH:40]=[C:39]2[C:44](=[CH:43][CH:42]=1)[N:36]([CH3:35])[CH:37]=[CH:38]2)=[O:12])[C:2]1[CH:3]=[CH:4][CH:5]=[CH:6][CH:7]=1. (2) Given the reactants O.[CH2:2]([NH2:6])[CH2:3][CH2:4][CH3:5].[C:7](OC)(=[O:10])[C:8]#[CH:9].[Na+].[Cl-], predict the reaction product. The product is: [CH2:2]([NH:6][C:7](=[O:10])[C:8]#[CH:9])[CH2:3][CH2:4][CH3:5].